Task: Predict the reactants needed to synthesize the given product.. Dataset: Full USPTO retrosynthesis dataset with 1.9M reactions from patents (1976-2016) The reactants are: [Cl:1][C:2]1[CH:7]=[C:6]([F:8])[CH:5]=[CH:4][C:3]=1[CH2:9][NH2:10].[CH3:11][CH:12]([C:14]1[C:18]([CH2:19][C:20](O)=[O:21])=[C:17]([CH:23]([CH3:25])[CH3:24])[O:16][N:15]=1)[CH3:13].CCN=C=NCCCN(C)C.Cl.ON1C2C=CC=CC=2N=N1.C(N1CCOCC1)C. Given the product [CH3:13][CH:12]([C:14]1[C:18]([CH2:19][C:20]([NH:10][CH2:9][C:3]2[CH:4]=[CH:5][C:6]([F:8])=[CH:7][C:2]=2[Cl:1])=[O:21])=[C:17]([CH:23]([CH3:25])[CH3:24])[O:16][N:15]=1)[CH3:11], predict the reactants needed to synthesize it.